This data is from Full USPTO retrosynthesis dataset with 1.9M reactions from patents (1976-2016). The task is: Predict the reactants needed to synthesize the given product. (1) Given the product [IH:22].[F:19][C:15]1[CH:14]=[C:13]([C@H:12]2[C@@H:8]([C:4]3[CH:5]=[CH:6][CH:7]=[C:2]([F:1])[CH:3]=3)[NH:9][C:10]([S:20][CH3:21])=[N:11]2)[CH:18]=[CH:17][CH:16]=1, predict the reactants needed to synthesize it. The reactants are: [F:1][C:2]1[CH:3]=[C:4]([C@H:8]2[C@@H:12]([C:13]3[CH:18]=[CH:17][CH:16]=[C:15]([F:19])[CH:14]=3)[NH:11][C:10](=[S:20])[NH:9]2)[CH:5]=[CH:6][CH:7]=1.[CH3:21][I:22]. (2) Given the product [CH3:21][O:22][C:19](=[O:20])[C:9]1[C:14]([CH3:15])=[CH:13][CH:12]=[N:11][CH:10]=1, predict the reactants needed to synthesize it. The reactants are: C(N(CC)CC)C.Br[C:9]1[CH:10]=[N:11][CH:12]=[CH:13][C:14]=1[CH3:15].CN([CH:19]=[O:20])C.[CH3:21][OH:22]. (3) Given the product [CH2:1]([O:3][C:4]([C:6]1[N:7]([CH3:26])[C:8]([CH2:24][CH3:25])=[C:9]([C:22]#[N:23])[C:10]=1[C:11]1[CH:12]=[CH:13][C:14]([C:17]2[NH:18][N:19]([CH3:29])[NH:20][N:21]=2)=[CH:15][CH:16]=1)=[O:5])[CH3:2], predict the reactants needed to synthesize it. The reactants are: [CH2:1]([O:3][C:4]([C:6]1[N:7]([CH3:26])[C:8]([CH2:24][CH3:25])=[C:9]([C:22]#[N:23])[C:10]=1[C:11]1[CH:16]=[CH:15][C:14]([C:17]2[NH:21][N:20]=[N:19][N:18]=2)=[CH:13][CH:12]=1)=[O:5])[CH3:2].[H-].[Na+].[CH3:29]I.